This data is from Catalyst prediction with 721,799 reactions and 888 catalyst types from USPTO. The task is: Predict which catalyst facilitates the given reaction. (1) Reactant: Br[C:2]1[CH:3]=[C:4]([C:10]2[CH:15]=[CH:14][C:13]([Cl:16])=[CH:12][CH:11]=2)[CH:5]=[CH:6][C:7]=1[CH2:8][CH3:9].C([Li])CCC.C[O:23][B:24](OC)[O:25]C.Cl. Product: [Cl:16][C:13]1[CH:14]=[CH:15][C:10]([C:4]2[CH:5]=[CH:6][C:7]([CH2:8][CH3:9])=[C:2]([B:24]([OH:25])[OH:23])[CH:3]=2)=[CH:11][CH:12]=1. The catalyst class is: 7. (2) Reactant: [NH2:1][C:2]1[CH:10]=[CH:9][CH:8]=[C:7]2[C:3]=1[C:4](=[O:20])[N:5]([CH:12]1[CH2:17][CH2:16][C:15](=[O:18])[NH:14][C:13]1=[O:19])[C:6]2=[O:11].[CH2:21]([O:28][CH2:29][C:30](Cl)=[O:31])[C:22]1[CH:27]=[CH:26][CH:25]=[CH:24][CH:23]=1.CO. Product: [CH2:21]([O:28][CH2:29][C:30]([NH:1][C:2]1[CH:10]=[CH:9][CH:8]=[C:7]2[C:3]=1[C:4](=[O:20])[N:5]([CH:12]1[CH2:17][CH2:16][C:15](=[O:18])[NH:14][C:13]1=[O:19])[C:6]2=[O:11])=[O:31])[C:22]1[CH:27]=[CH:26][CH:25]=[CH:24][CH:23]=1. The catalyst class is: 1. (3) Product: [C:20]([C:13]1[CH:14]=[C:15]2[C:10](=[CH:11][CH:12]=1)[N:9]([CH3:22])[CH:8]([C:4]1[CH:3]=[C:2]([NH:23][C:24]3([C:27]([OH:29])=[O:28])[CH2:26][CH2:25]3)[CH:7]=[CH:6][CH:5]=1)[CH2:17][C:16]2([CH3:19])[CH3:18])#[N:21]. Reactant: Br[C:2]1[CH:3]=[C:4]([CH:8]2[CH2:17][C:16]([CH3:19])([CH3:18])[C:15]3[C:10](=[CH:11][CH:12]=[C:13]([C:20]#[N:21])[CH:14]=3)[N:9]2[CH3:22])[CH:5]=[CH:6][CH:7]=1.[NH2:23][C:24]1([C:27]([OH:29])=[O:28])[CH2:26][CH2:25]1.C(=O)([O-])[O-].[K+].[K+]. The catalyst class is: 156. (4) Reactant: [C:1]([C:7]1[C:15]2[C:10](=[N:11][CH:12]=[C:13]([NH:16][C:17]3[CH:30]=[CH:29][C:20]([CH:21]=[C:22]4[S:26][C:25](=[O:27])[NH:24][C:23]4=[O:28])=[CH:19][CH:18]=3)[N:14]=2)[N:9](COCC[Si](C)(C)C)[CH:8]=1)(=[O:6])[C:2]([CH3:5])([CH3:4])[CH3:3].C(O)(C(F)(F)F)=O. Product: [C:1]([C:7]1[C:15]2[C:10](=[N:11][CH:12]=[C:13]([NH:16][C:17]3[CH:30]=[CH:29][C:20]([CH:21]=[C:22]4[S:26][C:25](=[O:27])[NH:24][C:23]4=[O:28])=[CH:19][CH:18]=3)[N:14]=2)[NH:9][CH:8]=1)(=[O:6])[C:2]([CH3:5])([CH3:4])[CH3:3]. The catalyst class is: 2. (5) Reactant: C[O:2][C:3](=[O:30])[C:4]1[CH:9]=[CH:8][C:7](/[CH:10]=[CH:11]/[C:12]2[C:20]3[C:15](=[CH:16][CH:17]=[CH:18][CH:19]=3)[NH:14][N:13]=2)=[C:6]([NH:21][C:22]([C:24]2[S:25][CH:26]=[CH:27][C:28]=2[CH3:29])=[O:23])[CH:5]=1.[OH-].[Na+].Cl. Product: [NH:14]1[C:15]2[C:20](=[CH:19][CH:18]=[CH:17][CH:16]=2)[C:12](/[CH:11]=[CH:10]/[C:7]2[CH:8]=[CH:9][C:4]([C:3]([OH:30])=[O:2])=[CH:5][C:6]=2[NH:21][C:22]([C:24]2[S:25][CH:26]=[CH:27][C:28]=2[CH3:29])=[O:23])=[N:13]1. The catalyst class is: 5. (6) Reactant: [OH:1][C:2]1[C:11]2[C:6](=[CH:7][CH:8]=[CH:9][CH:10]=2)[C:5]([CH3:17])([CH2:12][CH2:13][CH:14]([CH3:16])[CH3:15])[C:4](=[O:18])[C:3]=1[C:19]1[NH:24][C:23]2[CH:25]=[CH:26][C:27]([NH:29]C(=O)OC(C)(C)C)=[CH:28][C:22]=2[S:21](=[O:38])(=[O:37])[N:20]=1.[ClH:39]. Product: [ClH:39].[NH2:29][C:27]1[CH:26]=[CH:25][C:23]2[NH:24][C:19]([C:3]3[C:4](=[O:18])[C:5]([CH3:17])([CH2:12][CH2:13][CH:14]([CH3:16])[CH3:15])[C:6]4[C:11]([C:2]=3[OH:1])=[CH:10][CH:9]=[CH:8][CH:7]=4)=[N:20][S:21](=[O:38])(=[O:37])[C:22]=2[CH:28]=1. The catalyst class is: 12. (7) Reactant: [CH3:1][O:2][C:3]([C:5]1[N:6]=[C:7]([NH:10][C:11](=[O:34])[C@@H:12]([NH:20][C:21](=[O:33])[CH:22]([NH2:32])[C:23]2[CH:28]=[CH:27][C:26]([O:29][CH3:30])=[C:25]([CH3:31])[CH:24]=2)[CH2:13][C:14]2[CH:19]=[CH:18][CH:17]=[CH:16][CH:15]=2)[S:8][CH:9]=1)=[O:4].C(N(C(C)C)CC)(C)C.[O:44]=[C:45](Cl)OC(Cl)(Cl)Cl.O. Product: [CH3:1][O:2][C:3]([C:5]1[N:6]=[C:7]([NH:10][C:11](=[O:34])[C@@H:12]([N:20]2[C:21](=[O:33])[CH:22]([C:23]3[CH:28]=[CH:27][C:26]([O:29][CH3:30])=[C:25]([CH3:31])[CH:24]=3)[NH:32][C:45]2=[O:44])[CH2:13][C:14]2[CH:15]=[CH:16][CH:17]=[CH:18][CH:19]=2)[S:8][CH:9]=1)=[O:4]. The catalyst class is: 4.